From a dataset of Catalyst prediction with 721,799 reactions and 888 catalyst types from USPTO. Predict which catalyst facilitates the given reaction. (1) Reactant: [OH:1][C:2]1[CH:7]=[CH:6][C:5]([C:8]([C:11]2[CH:16]=[CH:15][C:14]([OH:17])=[CH:13][CH:12]=2)([CH3:10])[CH3:9])=[CH:4][CH:3]=1.C(Cl)Cl.O. Product: [C:8]([C:5]1[CH:6]=[CH:7][C:2]([OH:1])=[CH:3][CH:4]=1)([C:11]1[CH:16]=[CH:15][CH:14]=[CH:13][CH:12]=1)([CH3:10])[CH3:9].[OH:1][C:2]1[CH:3]=[CH:4][C:5]([C:8]([C:11]2[CH:12]=[CH:13][C:14]([OH:17])=[CH:15][CH:16]=2)([CH3:10])[CH3:9])=[CH:6][CH:7]=1. The catalyst class is: 66. (2) Reactant: [CH2:1]([N:4]([CH2:27][CH2:28][CH3:29])[CH2:5][CH2:6][CH2:7][CH2:8][N:9]1[CH2:17][C:16]2[C:11](=[CH:12][C:13]([CH2:18][NH:19][CH2:20][C:21]3[NH:22][CH:23]=[CH:24][N:25]=3)=[CH:14][CH:15]=2)[C:10]1=[O:26])[CH2:2][CH3:3].[CH3:30][N:31]1[CH:35]=[CH:34][N:33]=[C:32]1[CH:36]=O.C([BH3-])#N.[Na+].C(=O)([O-])O.[Na+]. Product: [CH2:27]([N:4]([CH2:1][CH2:2][CH3:3])[CH2:5][CH2:6][CH2:7][CH2:8][N:9]1[CH2:17][C:16]2[C:11](=[CH:12][C:13]([CH2:18][N:19]([CH2:20][C:21]3[NH:22][CH:23]=[CH:24][N:25]=3)[CH2:36][C:32]3[N:31]([CH3:30])[CH:35]=[CH:34][N:33]=3)=[CH:14][CH:15]=2)[C:10]1=[O:26])[CH2:28][CH3:29]. The catalyst class is: 130. (3) Reactant: COC1C=CC(C[N:8](CC2C=CC(OC)=CC=2)[C:9]2[N:14]=[C:13]([CH3:15])[N:12]=[C:11]([C:16]3[N:20]4[CH:21]=[CH:22][CH:23]=[CH:24][C:19]4=[N:18][C:17]=3[NH:25][C:26]3[CH:27]=[N:28][C:29]([O:33][CH3:34])=[C:30]([F:32])[CH:31]=3)[N:10]=2)=CC=1.FC(F)(F)S(O)(=O)=O.FC(F)(F)C(O)=O. Product: [NH2:8][C:9]1[N:14]=[C:13]([CH3:15])[N:12]=[C:11]([C:16]2[N:20]3[CH:21]=[CH:22][CH:23]=[CH:24][C:19]3=[N:18][C:17]=2[NH:25][C:26]2[CH:27]=[N:28][C:29]([O:33][CH3:34])=[C:30]([F:32])[CH:31]=2)[N:10]=1. The catalyst class is: 250. (4) Reactant: [OH:1][C:2]1[C:3]([C:12]([OH:14])=O)=[CH:4][CH:5]=[C:6]2[C:11]=1[N:10]=[CH:9][CH:8]=[CH:7]2.S(Cl)(Cl)=O.Cl.[CH3:20][NH:21][O:22][CH3:23].C(N(CC)C(C)C)(C)C. Product: [OH:1][C:2]1[C:3]([C:12]([N:21]([O:22][CH3:23])[CH3:20])=[O:14])=[CH:4][CH:5]=[C:6]2[C:11]=1[N:10]=[CH:9][CH:8]=[CH:7]2. The catalyst class is: 2.